This data is from Catalyst prediction with 721,799 reactions and 888 catalyst types from USPTO. The task is: Predict which catalyst facilitates the given reaction. (1) Reactant: [OH2:1].[NH2:2][C:3]1[CH:8]=[CH:7][C:6]([NH:9][C:10](=[O:16])/[CH:11]=[CH:12]\[C:13]([OH:15])=[O:14])=[CH:5][CH:4]=1.O.O.O.O.O.O.O.O.[OH-].[Ba+2:26].[OH-]. Product: [OH2:14].[OH2:1].[NH2:2][C:3]1[CH:4]=[CH:5][C:6]([NH:9][C:10](=[O:16])/[CH:11]=[CH:12]\[C:13]([O-:15])=[O:14])=[CH:7][CH:8]=1.[NH2:2][C:3]1[CH:4]=[CH:5][C:6]([NH:9][C:10](=[O:16])/[CH:11]=[CH:12]\[C:13]([O-:15])=[O:14])=[CH:7][CH:8]=1.[Ba+2:26]. The catalyst class is: 6. (2) Reactant: [F:1][C:2]1([F:29])[CH2:7][CH2:6][CH:5]([C@@H:8]2[NH:27][C:12]3[NH:13][C:14](=[O:26])[N:15]([C:18]4[CH:23]=[C:22]([F:24])[CH:21]=[C:20]([F:25])[CH:19]=4)[C:16](=[O:17])[C:11]=3[C:10](=O)[CH2:9]2)[CH2:4][CH2:3]1.[Li+].[BH4-].O.CC#N. Product: [F:29][C:2]1([F:1])[CH2:7][CH2:6][CH:5]([C@@H:8]2[NH:27][C:12]3[NH:13][C:14](=[O:26])[N:15]([C:18]4[CH:23]=[C:22]([F:24])[CH:21]=[C:20]([F:25])[CH:19]=4)[C:16](=[O:17])[C:11]=3[CH2:10][CH2:9]2)[CH2:4][CH2:3]1. The catalyst class is: 1. (3) Reactant: [F:1][C:2]1[CH:23]=[CH:22][C:5]([CH2:6][CH2:7][C:8]2[S:9][C:10]3[N:11]=[C:12]([NH2:21])[N:13]=[C:14](S(C)(=O)=O)[C:15]=3[N:16]=2)=[CH:4][CH:3]=1.C(N(CC)CC)C.[Cl:31][C:32]1[CH:47]=[CH:46][C:35]([O:36][CH2:37][C:38]([N:40]2[CH2:45][CH2:44][NH:43][CH2:42][CH2:41]2)=[O:39])=[CH:34][CH:33]=1. Product: [NH2:21][C:12]1[N:13]=[C:14]([N:43]2[CH2:44][CH2:45][N:40]([C:38](=[O:39])[CH2:37][O:36][C:35]3[CH:46]=[CH:47][C:32]([Cl:31])=[CH:33][CH:34]=3)[CH2:41][CH2:42]2)[C:15]2[N:16]=[C:8]([CH2:7][CH2:6][C:5]3[CH:22]=[CH:23][C:2]([F:1])=[CH:3][CH:4]=3)[S:9][C:10]=2[N:11]=1. The catalyst class is: 12. (4) Reactant: Cl[C:2]1[CH:11]=[C:10]([F:12])[CH:9]=[CH:8][C:3]=1[C:4]([O:6][CH3:7])=[O:5].[Cu][C:14]#[N:15].[C-]#N.[Na+].C(OCC)(=O)C. Product: [C:14]([C:2]1[CH:11]=[C:10]([F:12])[CH:9]=[CH:8][C:3]=1[C:4]([O:6][CH3:7])=[O:5])#[N:15]. The catalyst class is: 6. (5) Reactant: Cl[C:2]1[CH:7]=[C:6]([C:8]2[CH:13]=[CH:12][CH:11]=[C:10]([F:14])[C:9]=2[F:15])[N:5]=[CH:4][N:3]=1.[CH3:16][C:17]([CH3:23])([CH3:22])[C:18]#[C:19][CH2:20][OH:21].[H-].[Na+].O. Product: [CH3:16][C:17]([CH3:23])([CH3:22])[C:18]#[C:19][CH2:20][O:21][C:2]1[CH:7]=[C:6]([C:8]2[CH:13]=[CH:12][CH:11]=[C:10]([F:14])[C:9]=2[F:15])[N:5]=[CH:4][N:3]=1. The catalyst class is: 9. (6) Reactant: [CH2:1]([NH2:8])[C:2]1[CH:7]=[CH:6][CH:5]=[CH:4][CH:3]=1.[CH3:9][C:10]([CH3:14])=[CH:11][CH:12]=O. Product: [CH3:9][C:10]([CH3:14])=[CH:11][CH:12]=[N:8][CH2:1][C:2]1[CH:7]=[CH:6][CH:5]=[CH:4][CH:3]=1. The catalyst class is: 4. (7) Reactant: [F:1][C:2]1[CH:7]=[CH:6][C:5]([C:8]([C:10]2[N:19]=[C:18]([NH:20][C:21]3[CH2:25][C:24]([CH3:26])=[N:23][N:22]=3)[C:17]3[C:12](=[CH:13][CH:14]=[CH:15][CH:16]=3)[N:11]=2)=[O:9])=[CH:4][CH:3]=1.CC([O-])(C)C.[K+].CC(O)(C)C.[H][H]. Product: [F:1][C:2]1[CH:7]=[CH:6][C:5]([C@@H:8]([C:10]2[N:19]=[C:18]([NH:20][C:21]3[CH:25]=[C:24]([CH3:26])[NH:23][N:22]=3)[C:17]3[C:12](=[CH:13][CH:14]=[CH:15][CH:16]=3)[N:11]=2)[OH:9])=[CH:4][CH:3]=1. The catalyst class is: 378.